Dataset: Reaction yield outcomes from USPTO patents with 853,638 reactions. Task: Predict the reaction yield, written as a fraction of the theoretical maximum amount of product (1.0 means a 100% yield; for example, 0.34 means a 34% yield). (1) The reactants are [Br:1][C:2]1[CH:7]=[C:6]([N+:8]([O-:10])=[O:9])[CH:5]=[CH:4][C:3]=1[OH:11].C1(P(C2C=CC=CC=2)C2C=CC=CC=2)C=CC=CC=1.[F:31][C:32]1[CH:33]=[C:34]([CH:37]=[CH:38][CH:39]=1)[CH2:35]O.CC(OC(/N=N/C(OC(C)C)=O)=O)C. The catalyst is C1COCC1.O.CCOC(C)=O. The product is [Br:1][C:2]1[CH:7]=[C:6]([N+:8]([O-:10])=[O:9])[CH:5]=[CH:4][C:3]=1[O:11][CH2:35][C:34]1[CH:37]=[CH:38][CH:39]=[C:32]([F:31])[CH:33]=1. The yield is 0.680. (2) The reactants are [N+:1]([C:4]1[CH:32]=[CH:31][C:7]([C:8]([O:10][CH2:11][CH2:12][NH:13][C:14]([O:16][CH2:17][CH:18]2[C:30]3[CH:29]=[CH:28][CH:27]=[CH:26][C:25]=3[C:24]3[C:19]2=[CH:20][CH:21]=[CH:22][CH:23]=3)=[O:15])=[O:9])=[CH:6][CH:5]=1)([O-])=O. The catalyst is C(OCC)(=O)C.[Pd]. The product is [NH2:1][C:4]1[CH:5]=[CH:6][C:7]([C:8]([O:10][CH2:11][CH2:12][NH:13][C:14]([O:16][CH2:17][CH:18]2[C:30]3[CH:29]=[CH:28][CH:27]=[CH:26][C:25]=3[C:24]3[C:19]2=[CH:20][CH:21]=[CH:22][CH:23]=3)=[O:15])=[O:9])=[CH:31][CH:32]=1. The yield is 0.800. (3) The reactants are C[O:2][C:3](=[O:23])[C:4]1[C:5](=[C:10]([O:14][CH2:15][C:16]2[CH:21]=[CH:20][CH:19]=[C:18]([Cl:22])[CH:17]=2)[CH:11]=[CH:12][CH:13]=1)[C:6]([O:8]C)=[O:7]. The catalyst is [OH-].[Na+]. The product is [Cl:22][C:18]1[CH:17]=[C:16]([CH:21]=[CH:20][CH:19]=1)[CH2:15][O:14][C:10]1[CH:11]=[CH:12][CH:13]=[C:4]([C:3]([OH:23])=[O:2])[C:5]=1[C:6]([OH:8])=[O:7]. The yield is 0.870. (4) The reactants are [Br:1][C:2]1[CH:7]=[CH:6][CH:5]=[C:4]([C:8]#[C:9][CH2:10][CH2:11][F:12])[CH:3]=1.CO.[OH:15]S(O)(=O)=O. The catalyst is [CH3-].C1C=CC(P(C2C=CC=CC=2)C2C=CC=CC=2)=CC=1.[Au+].O. The product is [Br:1][C:2]1[CH:3]=[C:4]([C:8](=[O:15])[CH2:9][CH2:10][CH2:11][F:12])[CH:5]=[CH:6][CH:7]=1. The yield is 0.400. (5) The reactants are [NH2:1][C:2]1[CH:7]=[CH:6][C:5]([Cl:8])=[CH:4][C:3]=1[C:9]([C:11]1[CH:16]=[CH:15][CH:14]=[CH:13][CH:12]=1)=O.O=[C:18]([CH3:37])[CH2:19][C:20]([N:22]1[CH2:27][CH2:26][CH:25]([C:28]2[CH:36]=[CH:35][C:31]([C:32]([NH2:34])=[O:33])=[CH:30][CH:29]=2)[CH2:24][CH2:23]1)=[O:21].[O-]S(C(F)(F)F)(=O)=O.[Yb+3].[O-]S(C(F)(F)F)(=O)=O.[O-]S(C(F)(F)F)(=O)=O. The catalyst is C(O)C. The product is [Cl:8][C:5]1[CH:4]=[C:3]2[C:2](=[CH:7][CH:6]=1)[N:1]=[C:18]([CH3:37])[C:19]([C:20]([N:22]1[CH2:27][CH2:26][CH:25]([C:28]3[CH:29]=[CH:30][C:31]([C:32]([NH2:34])=[O:33])=[CH:35][CH:36]=3)[CH2:24][CH2:23]1)=[O:21])=[C:9]2[C:11]1[CH:16]=[CH:15][CH:14]=[CH:13][CH:12]=1. The yield is 0.760.